This data is from Forward reaction prediction with 1.9M reactions from USPTO patents (1976-2016). The task is: Predict the product of the given reaction. (1) Given the reactants C([Si]([O:8][CH2:9][C:10]1[CH:15]=[C:14]([C:16]([F:19])([F:18])[F:17])[CH:13]=[CH:12][C:11]=1[C@H:20]([CH:23]1[CH2:28][CH2:27][CH2:26][CH2:25][CH2:24]1)[O:21][CH3:22])(C)C)(C)(C)C.[F-].C([N+](CCCC)(CCCC)CCCC)CCC, predict the reaction product. The product is: [CH:23]1([C@H:20]([O:21][CH3:22])[C:11]2[CH:12]=[CH:13][C:14]([C:16]([F:19])([F:18])[F:17])=[CH:15][C:10]=2[CH2:9][OH:8])[CH2:24][CH2:25][CH2:26][CH2:27][CH2:28]1. (2) Given the reactants [CH2:1]([O:3][C:4]([C:6]1[C:7]([OH:25])=[C:8]2[C:15]([Br:16])=[C:14]([Br:17])[N:13]([C:18]3[CH:23]=[CH:22][C:21]([F:24])=[CH:20][CH:19]=3)[C:9]2=[C:10](Br)[N:11]=1)=[O:5])[CH3:2].[C:26]([Cu])#[N:27], predict the reaction product. The product is: [CH2:1]([O:3][C:4]([C:6]1[C:7]([OH:25])=[C:8]2[C:15]([Br:16])=[C:14]([Br:17])[N:13]([C:18]3[CH:23]=[CH:22][C:21]([F:24])=[CH:20][CH:19]=3)[C:9]2=[C:10]([C:26]#[N:27])[N:11]=1)=[O:5])[CH3:2]. (3) The product is: [C:1]([O:5][C:6]([NH:8][NH:9][CH:10]([CH2:15][CH3:16])[C:11]([CH3:14])([CH3:13])[CH3:12])=[O:7])([CH3:4])([CH3:3])[CH3:2]. Given the reactants [C:1]([O:5][C:6]([NH:8][N:9]=[C:10]([CH2:15][CH3:16])[C:11]([CH3:14])([CH3:13])[CH3:12])=[O:7])([CH3:4])([CH3:3])[CH3:2], predict the reaction product. (4) Given the reactants [C:1]([CH:6]1[CH2:12][CH2:11][CH2:10][C:9]2[CH:13]=[C:14]([N:17]3[CH2:21][C@H:20]([CH2:22][NH:23][C:24](=[O:26])[CH3:25])[O:19][C:18]3=[O:27])[CH:15]=[CH:16][C:8]=2[C:7]1=O)(=O)[CH2:2][CH2:3][CH3:4].Cl.[NH2:30][NH2:31].C(=O)(O)[O-].[Na+], predict the reaction product. The product is: [O:27]=[C:18]1[N:17]([C:14]2[CH:15]=[CH:16][C:8]3[C:7]4[NH:30][N:31]=[C:1]([CH2:2][CH2:3][CH3:4])[C:6]=4[CH2:12][CH2:11][CH2:10][C:9]=3[CH:13]=2)[CH2:21][C@H:20]([CH2:22][NH:23][C:24](=[O:26])[CH3:25])[O:19]1. (5) Given the reactants [Cl:1][C:2]1[CH:10]=[C:9]2[C:5]([C:6]([CH2:34][O:35][CH3:36])=[CH:7][N:8]2[S:11]([C:14]2[CH:15]=[CH:16][C:17]([O:32][CH3:33])=[C:18]([N:20]3[CH2:25][CH2:24][N:23](C(=O)C(F)(F)F)[CH2:22][CH2:21]3)[CH:19]=2)(=[O:13])=[O:12])=[CH:4][CH:3]=1.[OH-].[K+], predict the reaction product. The product is: [Cl:1][C:2]1[CH:10]=[C:9]2[C:5]([C:6]([CH2:34][O:35][CH3:36])=[CH:7][N:8]2[S:11]([C:14]2[CH:15]=[CH:16][C:17]([O:32][CH3:33])=[C:18]([N:20]3[CH2:25][CH2:24][NH:23][CH2:22][CH2:21]3)[CH:19]=2)(=[O:13])=[O:12])=[CH:4][CH:3]=1. (6) Given the reactants [OH:1][CH:2]([C:4]1([C:10]([OH:12])=O)[CH2:8][CH2:7][C:6](=[O:9])[CH2:5]1)[CH3:3].ON1C2N=CC=CC=2N=N1.C(Cl)CCl.[C:27]([O:31][C:32]1[CH:37]=[CH:36][C:35]([C:38]([F:41])([F:40])[F:39])=[CH:34][C:33]=1[CH2:42][NH2:43])([CH3:30])([CH3:29])[CH3:28], predict the reaction product. The product is: [C:27]([O:31][C:32]1[CH:37]=[CH:36][C:35]([C:38]([F:39])([F:40])[F:41])=[CH:34][C:33]=1[CH2:42][NH:43][C:10]([C:4]1([CH:2]([OH:1])[CH3:3])[CH2:8][CH2:7][C:6](=[O:9])[CH2:5]1)=[O:12])([CH3:30])([CH3:28])[CH3:29]. (7) Given the reactants FC(F)(F)S(O)(=O)=O.[Cl:9][C:10]1[CH:26]=[CH:25][C:13]([CH:14]=[N:15][C@@H:16]([CH3:24])[CH2:17][C:18]2[CH:23]=[CH:22][CH:21]=[CH:20][CH:19]=2)=[CH:12][CH:11]=1.[OH-].[Na+], predict the reaction product. The product is: [Cl:9][C:10]1[CH:11]=[CH:12][C:13]([C@@H:14]2[C:19]3[C:18](=[CH:23][CH:22]=[CH:21][CH:20]=3)[CH2:17][C@H:16]([CH3:24])[NH:15]2)=[CH:25][CH:26]=1. (8) Given the reactants [Cl:1][C:2]1[CH:7]=[CH:6][C:5]([C:8]2[CH:13]=[CH:12][N:11]3[N:14]=[CH:15][C:16]([C:17]([O:19]CC)=[O:18])=[C:10]3[N:9]=2)=[CH:4][CH:3]=1.[OH-].[Na+], predict the reaction product. The product is: [Cl:1][C:2]1[CH:7]=[CH:6][C:5]([C:8]2[CH:13]=[CH:12][N:11]3[N:14]=[CH:15][C:16]([C:17]([OH:19])=[O:18])=[C:10]3[N:9]=2)=[CH:4][CH:3]=1. (9) The product is: [ClH:1].[CH2:2]([N:5]([CH2:28][CH2:29][C:30]([OH:32])=[O:31])[C:6]([C:8]1[CH:9]=[CH:10][C:11]2[S:15][C:14]([CH2:16][NH:17][C:18]3[CH:23]=[CH:22][C:21]([C:24](=[NH:25])[NH2:26])=[CH:20][CH:19]=3)=[N:13][C:12]=2[CH:27]=1)=[O:7])[CH2:3][CH3:4]. Given the reactants [ClH:1].[CH2:2]([N:5]([CH2:28][CH2:29][C:30]([O:32]CC)=[O:31])[C:6]([C:8]1[CH:9]=[CH:10][C:11]2[S:15][C:14]([CH2:16][NH:17][C:18]3[CH:23]=[CH:22][C:21]([C:24](=[NH:26])[NH2:25])=[CH:20][CH:19]=3)=[N:13][C:12]=2[CH:27]=1)=[O:7])[CH2:3][CH3:4].[OH-].[Na+], predict the reaction product.